This data is from Reaction yield outcomes from USPTO patents with 853,638 reactions. The task is: Predict the reaction yield, written as a fraction of the theoretical maximum amount of product (1.0 means a 100% yield; for example, 0.34 means a 34% yield). (1) The reactants are [Cl:1][C:2]1[CH:7]=[C:6](Cl)[C:5]([N+:9]([O-:11])=[O:10])=[CH:4][N:3]=1.[CH:12]1([NH2:18])[CH2:17][CH2:16][CH2:15][CH2:14][CH2:13]1. No catalyst specified. The product is [Cl:1][C:2]1[CH:7]=[C:6]([NH:18][CH:12]2[CH2:17][CH2:16][CH2:15][CH2:14][CH2:13]2)[C:5]([N+:9]([O-:11])=[O:10])=[CH:4][N:3]=1. The yield is 1.00. (2) The reactants are [NH2:1][C:2]1[CH:7]=[C:6]([CH3:8])[CH:5]=[CH:4][C:3]=1[S:9][CH2:10][C:11]1[CH:20]=[CH:19][CH:18]=[CH:17][C:12]=1[C:13]([O:15][CH3:16])=[O:14].[O:21]1[C:25]2[CH:26]=[CH:27][CH:28]=[CH:29][C:24]=2[CH:23]=[C:22]1[S:30](Cl)(=[O:32])=[O:31]. The catalyst is N1C=CC=CC=1. The product is [O:21]1[C:25]2[CH:26]=[CH:27][CH:28]=[CH:29][C:24]=2[CH:23]=[C:22]1[S:30]([NH:1][C:2]1[CH:7]=[C:6]([CH3:8])[CH:5]=[CH:4][C:3]=1[S:9][CH2:10][C:11]1[CH:20]=[CH:19][CH:18]=[CH:17][C:12]=1[C:13]([O:15][CH3:16])=[O:14])(=[O:32])=[O:31]. The yield is 0.750. (3) The product is [CH2:1]1[C:4]2([CH2:7][CH:6]([O:8][C:15]3[C:14]([N:19]4[CH2:20][CH2:21][O:22][CH2:23][CH2:24]4)=[CH:13][C:12]([Br:11])=[CH:17][N:16]=3)[CH2:5]2)[CH2:3][O:2]1. The yield is 0.720. The catalyst is O1CCOCC1. The reactants are [CH2:1]1[C:4]2([CH2:7][CH:6]([OH:8])[CH2:5]2)[CH2:3][O:2]1.[H-].[Na+].[Br:11][C:12]1[CH:13]=[C:14]([N:19]2[CH2:24][CH2:23][O:22][CH2:21][CH2:20]2)[C:15](F)=[N:16][CH:17]=1.O.